From a dataset of Reaction yield outcomes from USPTO patents with 853,638 reactions. Predict the reaction yield, written as a fraction of the theoretical maximum amount of product (1.0 means a 100% yield; for example, 0.34 means a 34% yield). (1) The reactants are [CH3:1][O:2][C:3]1[CH:4]=[C:5]2[C:10](=[CH:11][CH:12]=1)[N:9]=[C:8]([C:13]1[CH:14]=[N:15][CH:16]=[CH:17][CH:18]=1)[N:7]=[C:6]2[N:19]1[C:27]2[C:22](=[CH:23][CH:24]=[C:25]([N+:28]([O-])=O)[CH:26]=2)[CH2:21][CH2:20]1. The catalyst is CN(C=O)C.[Pd]. The product is [CH3:1][O:2][C:3]1[CH:4]=[C:5]2[C:10](=[CH:11][CH:12]=1)[N:9]=[C:8]([C:13]1[CH:14]=[N:15][CH:16]=[CH:17][CH:18]=1)[N:7]=[C:6]2[N:19]1[C:27]2[C:22](=[CH:23][CH:24]=[C:25]([NH2:28])[CH:26]=2)[CH2:21][CH2:20]1. The yield is 0.750. (2) The reactants are [CH3:1][O:2][C:3]1[CH:4]=[C:5]2[C:10](=[CH:11][C:12]=1[O:13][CH3:14])[N:9]=[CH:8][CH:7]=[C:6]2[O:15][C:16]1[CH:21]=[CH:20][C:19]([NH:22][C:23](=O)[CH2:24][O:25][C:26]2[CH:31]=[C:30]([Cl:32])[CH:29]=[CH:28][C:27]=2[Cl:33])=[CH:18][CH:17]=1.Cl.[OH-].[Na+]. The catalyst is O1CCCC1. The product is [Cl:33][C:27]1[CH:28]=[CH:29][C:30]([Cl:32])=[CH:31][C:26]=1[O:25][CH2:24][CH2:23][NH:22][C:19]1[CH:20]=[CH:21][C:16]([O:15][C:6]2[C:5]3[C:10](=[CH:11][C:12]([O:13][CH3:14])=[C:3]([O:2][CH3:1])[CH:4]=3)[N:9]=[CH:8][CH:7]=2)=[CH:17][CH:18]=1. The yield is 0.800.